From a dataset of Catalyst prediction with 721,799 reactions and 888 catalyst types from USPTO. Predict which catalyst facilitates the given reaction. (1) The catalyst class is: 1. Product: [Cl:1][C:2]1[CH:7]=[CH:6][C:5]([N:8]=[C:9]2[NH:13][C:12](=[O:14])[CH:11]([CH2:15][C:16]3[CH:21]=[CH:20][C:19]([F:22])=[C:18]([C:23]([F:24])([F:26])[F:25])[CH:17]=3)[S:10]2)=[CH:4][CH:3]=1. Reactant: [Cl:1][C:2]1[CH:7]=[CH:6][C:5]([N:8]=[C:9]2[NH:13][C:12](=[O:14])[C:11](=[CH:15][C:16]3[CH:21]=[CH:20][C:19]([F:22])=[C:18]([C:23]([F:26])([F:25])[F:24])[CH:17]=3)[S:10]2)=[CH:4][CH:3]=1.N1C=CC=CC=1. (2) Reactant: [CH2:1]([O:3][C:4]([C:6]1[N:7]=[C:8]([C@H:11]([OH:19])[CH2:12][C@@H:13]([NH:17][CH3:18])[CH:14]([CH3:16])[CH3:15])[S:9][CH:10]=1)=[O:5])[CH3:2].ON1C2C=CC=CC=2N=N1.[NH:30]([C:39]([O:41][C:42]([CH3:45])([CH3:44])[CH3:43])=[O:40])[C@H:31]([C:36](O)=[O:37])[C@H:32]([CH2:34][CH3:35])[CH3:33]. Product: [CH2:1]([O:3][C:4]([C:6]1[N:7]=[C:8]([C@H:11]([O:19][C:36](=[O:37])[C@@H:31]([NH:30][C:39]([O:41][C:42]([CH3:43])([CH3:45])[CH3:44])=[O:40])[C@@H:32]([CH3:33])[CH2:34][CH3:35])[CH2:12][C@@H:13]([NH:17][CH3:18])[CH:14]([CH3:16])[CH3:15])[S:9][CH:10]=1)=[O:5])[CH3:2]. The catalyst class is: 2. (3) Reactant: [S:1]1[C:5]2[CH:6]=[CH:7][CH:8]=[CH:9][C:4]=2[C:3]([N:10]2[CH2:15][CH2:14][N:13]([CH2:16][C@@H:17]3[CH2:22][CH2:21][CH2:20][CH2:19][C@H:18]3[CH2:23][N:24]3[C:32](=[O:33])[C@H:31]4[C@H:26]([C@H:27]5[CH2:34][C@@H:30]4[CH2:29][CH2:28]5)[C:25]3=[O:35])[CH2:12][CH2:11]2)=[N:2]1.CC[O:38]CC.[ClH:41]. Product: [OH2:33].[OH2:38].[ClH:41].[ClH:41].[S:1]1[C:5]2[CH:6]=[CH:7][CH:8]=[CH:9][C:4]=2[C:3]([N:10]2[CH2:11][CH2:12][N:13]([CH2:16][C@@H:17]3[CH2:22][CH2:21][CH2:20][CH2:19][C@H:18]3[CH2:23][N:24]3[C:25](=[O:35])[C@H:26]4[C@H:31]([C@H:30]5[CH2:34][C@@H:27]4[CH2:28][CH2:29]5)[C:32]3=[O:33])[CH2:14][CH2:15]2)=[N:2]1. The catalyst class is: 2. (4) Reactant: [CH:1]1([CH2:6][CH:7]([C:11]2[CH:16]=[CH:15][C:14]([Cl:17])=[C:13]([Cl:18])[CH:12]=2)[C:8]([OH:10])=O)[CH2:5][CH2:4][CH2:3][CH2:2]1.F[P-](F)(F)(F)(F)F.N1(OC(N(C)C)=[N+](C)C)C2C=CC=CC=2N=N1.C(N(CC)C(C)C)(C)C.[NH2:52][C:53]1[N:54]=[N:55][CH:56]=[CH:57][CH:58]=1. Product: [CH:1]1([CH2:6][CH:7]([C:11]2[CH:16]=[CH:15][C:14]([Cl:17])=[C:13]([Cl:18])[CH:12]=2)[C:8]([NH:52][C:53]2[N:54]=[N:55][CH:56]=[CH:57][CH:58]=2)=[O:10])[CH2:2][CH2:3][CH2:4][CH2:5]1. The catalyst class is: 9. (5) The catalyst class is: 1. Reactant: [O:1]=[C:2]1[CH2:5][CH:4]([C:6]([OH:8])=[O:7])[CH2:3]1.[CH2:9]([C:11]1[C:19]2[C:14](=[CH:15][C:16]([F:20])=[CH:17][CH:18]=2)[N:13]([C:21](=[NH:24])[NH:22]O)[N:12]=1)[CH3:10]. Product: [CH2:9]([C:11]1[C:19]2[C:14](=[CH:15][C:16]([F:20])=[CH:17][CH:18]=2)[N:13]([C:21](=[NH:22])[NH:24][O:7][C:6]([CH:4]2[CH2:5][C:2](=[O:1])[CH2:3]2)=[O:8])[N:12]=1)[CH3:10]. (6) The catalyst class is: 9. Product: [ClH:22].[Cl:22][C:18]1[CH:19]=[C:20]2[C:15](=[CH:16][CH:17]=1)[NH:14][C:13]([C:11]([NH:10][C@H:7]1[CH2:8][CH2:9][C@H:4]([C:1](=[O:2])[N:38]([CH3:39])[CH3:37])[CH2:5][C@H:6]1[NH:23][C:24]([C:26]1[S:27][C:28]3[CH2:29][N:30]([CH3:35])[CH2:31][CH2:32][C:33]=3[N:34]=1)=[O:25])=[O:12])=[CH:21]2. Reactant: [C:1]([C@H:4]1[CH2:9][CH2:8][C@H:7]([NH:10][C:11]([C:13]2[NH:14][C:15]3[C:20]([CH:21]=2)=[CH:19][C:18]([Cl:22])=[CH:17][CH:16]=3)=[O:12])[C@H:6]([NH:23][C:24]([C:26]2[S:27][C:28]3[CH2:29][N:30]([CH3:35])[CH2:31][CH2:32][C:33]=3[N:34]=2)=[O:25])[CH2:5]1)(O)=[O:2].Cl.[CH3:37][NH:38][CH3:39].O.ON1C2C=CC=CC=2N=N1.Cl.CN(C)CCCN=C=NCC.C(N(C(C)C)CC)(C)C. (7) Reactant: [NH:1]1[CH:5]=[N:4][CH:3]=[N:2]1.[C:6]([O:10][CH:11]([CH3:13])[CH3:12])(=[O:9])[C:7]#[CH:8].CCN(CC)CC. Product: [N:1]1(/[CH:8]=[CH:7]/[C:6]([O:10][CH:11]([CH3:13])[CH3:12])=[O:9])[CH:5]=[N:4][CH:3]=[N:2]1. The catalyst class is: 4.